This data is from Full USPTO retrosynthesis dataset with 1.9M reactions from patents (1976-2016). The task is: Predict the reactants needed to synthesize the given product. (1) Given the product [CH3:21][O:20][C:18]([C:13]1([CH2:11][CH2:10][CH:9]=[CH2:8])[CH2:17][CH2:16][CH2:15][CH2:14]1)=[O:19], predict the reactants needed to synthesize it. The reactants are: C(NC(C)C)(C)C.[CH2:8]([Li])[CH2:9][CH2:10][CH3:11].[CH:13]1([C:18]([O:20][CH3:21])=[O:19])[CH2:17][CH2:16][CH2:15][CH2:14]1.BrCCC=C.[Cl-].[NH4+]. (2) Given the product [Br:1][C:2]1[N:7]=[C:6]([C:8]2[C:9]([O:17][CH3:18])=[N:10][C:11]([CH:14]([CH3:15])[CH3:16])=[CH:12][CH:13]=2)[C:5]([CH3:19])=[C:4]([CH3:20])[C:3]=1[N:21]([C@@H:22]([CH3:26])[CH2:23][O:24][CH3:25])[CH2:31][CH:30]=[CH2:29], predict the reactants needed to synthesize it. The reactants are: [Br:1][C:2]1[N:7]=[C:6]([C:8]2[C:9]([O:17][CH3:18])=[N:10][C:11]([CH:14]([CH3:16])[CH3:15])=[CH:12][CH:13]=2)[C:5]([CH3:19])=[C:4]([CH3:20])[C:3]=1[NH:21][C@@H:22]([CH3:26])[CH2:23][O:24][CH3:25].[H-].[Na+].[CH2:29](Br)[CH:30]=[CH2:31].O.